Dataset: Forward reaction prediction with 1.9M reactions from USPTO patents (1976-2016). Task: Predict the product of the given reaction. (1) Given the reactants Cl.[CH2:2]([N:8]1[CH2:13][CH:12]2[CH:10]([C:11]2([C:15]2[CH:16]=[C:17]([CH:20]=[CH:21][CH:22]=2)[C:18]#[N:19])[CH3:14])[C:9]1=[O:23])[CH2:3][CH2:4][CH2:5][CH2:6][CH3:7].[CH2:24]([OH:26])[CH3:25], predict the reaction product. The product is: [CH2:2]([N:8]1[CH2:13][CH:12]2[CH:10]([C:11]2([C:15]2[CH:16]=[C:17]([C:18](=[NH:19])[O:26][CH2:24][CH3:25])[CH:20]=[CH:21][CH:22]=2)[CH3:14])[C:9]1=[O:23])[CH2:3][CH2:4][CH2:5][CH2:6][CH3:7]. (2) Given the reactants C([O:3][C:4]([C:6]1[CH:7]=[N:8][C:9]2[C:14]([C:15]=1[Br:16])=[N:13][C:12]([O:17][CH3:18])=[CH:11][CH:10]=2)=[O:5])C.[OH-].[Na+].Cl, predict the reaction product. The product is: [Br:16][C:15]1[C:14]2[C:9](=[CH:10][CH:11]=[C:12]([O:17][CH3:18])[N:13]=2)[N:8]=[CH:7][C:6]=1[C:4]([OH:5])=[O:3]. (3) Given the reactants Cl[C:2]1[N:7]=[C:6]([N:8]2[CH2:13][CH2:12][CH:11]([C:14]([NH2:16])=[O:15])[CH2:10][CH2:9]2)[C:5]([C:17]2[CH:22]=[CH:21][CH:20]=[CH:19][CH:18]=2)=[CH:4][N:3]=1.C([O-])(=O)C.[K+], predict the reaction product. The product is: [C:17]1([C:5]2[C:6]([N:8]3[CH2:9][CH2:10][CH:11]([C:14]([NH2:16])=[O:15])[CH2:12][CH2:13]3)=[N:7][CH:2]=[N:3][CH:4]=2)[CH:18]=[CH:19][CH:20]=[CH:21][CH:22]=1.